Dataset: Peptide-MHC class I binding affinity with 185,985 pairs from IEDB/IMGT. Task: Regression. Given a peptide amino acid sequence and an MHC pseudo amino acid sequence, predict their binding affinity value. This is MHC class I binding data. The peptide sequence is EGPRNQDWL. The MHC is H-2-Kb with pseudo-sequence H-2-Kb. The binding affinity (normalized) is 0.